Dataset: Peptide-MHC class II binding affinity with 134,281 pairs from IEDB. Task: Regression. Given a peptide amino acid sequence and an MHC pseudo amino acid sequence, predict their binding affinity value. This is MHC class II binding data. (1) The peptide sequence is LERYIYNREERVRFD. The MHC is DRB3_0202 with pseudo-sequence DRB3_0202. The binding affinity (normalized) is 0.633. (2) The peptide sequence is GELQIVDKIDADFKI. The MHC is DRB1_1201 with pseudo-sequence DRB1_1201. The binding affinity (normalized) is 0.482. (3) The peptide sequence is INEPTAAAIAYGWDR. The MHC is HLA-DQA10102-DQB10602 with pseudo-sequence HLA-DQA10102-DQB10602. The binding affinity (normalized) is 0.669. (4) The binding affinity (normalized) is 0.723. The peptide sequence is QTKIQYVIRAQLHVG. The MHC is DRB1_1101 with pseudo-sequence DRB1_1101. (5) The peptide sequence is EIDTDGDGFIDFNEF. The MHC is DRB3_0101 with pseudo-sequence DRB3_0101. The binding affinity (normalized) is 0.266.